This data is from Full USPTO retrosynthesis dataset with 1.9M reactions from patents (1976-2016). The task is: Predict the reactants needed to synthesize the given product. Given the product [O:8]=[C:6]([C:2]1[S:1][CH:5]=[CH:4][CH:3]=1)[CH2:28][C:27]([O:26][CH2:24][CH3:25])=[O:32], predict the reactants needed to synthesize it. The reactants are: [S:1]1[CH:5]=[CH:4][CH:3]=[C:2]1[C:6]([OH:8])=O.C(N1C=CN=C1)(N1C=CN=C1)=O.[Cl-].[Mg+2].[Cl-].[CH2:24]([O:26][C:27](=[O:32])[CH2:28]C([O-])=O)[CH3:25].